From a dataset of Retrosynthesis with 50K atom-mapped reactions and 10 reaction types from USPTO. Predict the reactants needed to synthesize the given product. Given the product COCO[C@H]1CCN(C[C@H](c2ccccc2)N(C)c2ccc(C#N)cc2Cl)C1, predict the reactants needed to synthesize it. The reactants are: CNc1ccc(C#N)cc1Cl.COCO[C@H]1CCN(C[C@@H](O)c2ccccc2)C1.